This data is from Catalyst prediction with 721,799 reactions and 888 catalyst types from USPTO. The task is: Predict which catalyst facilitates the given reaction. Reactant: Cl[C:2]1[N:7]=[C:6]2[C:8]([Cl:12])=[N:9][CH:10]=[CH:11][C:5]2=[N:4][C:3]=1[CH3:13].[C:14]([NH2:18])([CH3:17])([CH3:16])[CH3:15]. Product: [C:14]([NH:18][C:2]1[N:7]=[C:6]2[C:8]([Cl:12])=[N:9][CH:10]=[CH:11][C:5]2=[N:4][C:3]=1[CH3:13])([CH3:17])([CH3:16])[CH3:15]. The catalyst class is: 179.